From a dataset of Catalyst prediction with 721,799 reactions and 888 catalyst types from USPTO. Predict which catalyst facilitates the given reaction. (1) Reactant: [CH3:1][O:2][C:3]1[CH:8]=[CH:7][CH:6]=[CH:5][C:4]=1[N:9]1[C:17](=[O:18])[NH:16][C:15]2[C:10]1=[N:11][C:12]([NH:24][C@H:25]1[CH2:29][CH2:28][NH:27][CH2:26]1)=[N:13][C:14]=2[C:19]([O:21]CC)=O.C(OC([N:37]1CC[C@H](NC2N=C3C(NC(=O)N3C3C=CC=CC=3OC)=C(C(OCC)=O)N=2)C1)=O)(C)(C)C. Product: [CH3:1][O:2][C:3]1[CH:8]=[CH:7][CH:6]=[CH:5][C:4]=1[N:9]1[C:17](=[O:18])[NH:16][C:15]2[C:10]1=[N:11][C:12]([NH:24][C@H:25]1[CH2:29][CH2:28][NH:27][CH2:26]1)=[N:13][C:14]=2[C:19]([NH2:37])=[O:21]. The catalyst class is: 281. (2) Reactant: C[O:2][C:3]([C:5]1[C:6]([O:13][CH3:14])=[N:7][C:8](Cl)=[N:9][C:10]=1[CH3:11])=O.C(=O)([O-])[O-].[K+].[K+].[CH2:21]([C:23]1[CH:28]=[CH:27][CH:26]=[C:25]([CH2:29][CH3:30])[C:24]=1B(O)O)[CH3:22]. Product: [CH2:21]([C:23]1[CH:28]=[CH:27][CH:26]=[C:25]([CH2:29][CH3:30])[C:24]=1[C:8]1[N:7]=[C:6]([O:13][CH3:14])[C:5]([C:3]([OH:2])([CH2:24][CH2:25][CH3:26])[CH2:22][CH2:21][CH3:23])=[C:10]([CH3:11])[N:9]=1)[CH3:22]. The catalyst class is: 149. (3) Reactant: [OH:1][C:2]1[CH:11]=[C:10]([OH:12])[C:9]2[C:4](=[CH:5][CH:6]=[CH:7][CH:8]=2)[N:3]=1.[C:13](=O)([O-])[O-].[K+].[K+].S(OC)(OC)(=O)=O. Product: [OH:1][C:2]1[CH:11]=[C:10]([O:12][CH3:13])[C:9]2[C:4](=[CH:5][CH:6]=[CH:7][CH:8]=2)[N:3]=1. The catalyst class is: 21. (4) Reactant: [Cl:1][C:2]1[CH:7]=[CH:6][C:5]([C:8]2[N:12]([CH3:13])[C:11]([C:14]([N:16]([O:18][CH3:19])[CH3:17])=[O:15])=[C:10]([C:20]3[CH:25]=[CH:24][C:23]([S:26](=[O:29])(=[O:28])[NH2:27])=[CH:22][CH:21]=3)[C:9]=2[CH3:30])=[CH:4][CH:3]=1.[CH3:31][N:32]([CH:34]=O)[CH3:33]. Product: [Cl:1][C:2]1[CH:7]=[CH:6][C:5]([C:8]2[N:12]([CH3:13])[C:11]([C:14]([N:16]([O:18][CH3:19])[CH3:17])=[O:15])=[C:10]([C:20]3[CH:25]=[CH:24][C:23]([S:26](=[O:28])(=[O:29])[N:27]=[CH:31][N:32]([CH3:34])[CH3:33])=[CH:22][CH:21]=3)[C:9]=2[CH3:30])=[CH:4][CH:3]=1. The catalyst class is: 13. (5) Product: [F:63][C:61]1[CH:60]=[CH:59][C:57]2[S:58][C:54]([CH2:53][C:45]3[CH:44]=[C:43]([C@H:13]4[C@H:12]([OH:11])[C@@H:17]([OH:18])[C@H:16]([OH:26])[C@@H:15]([CH2:34][OH:35])[O:14]4)[C:52]4[C:47]([CH:46]=3)=[CH:48][CH:49]=[CH:50][CH:51]=4)=[CH:55][C:56]=2[CH:62]=1. The catalyst class is: 2. Reactant: CSC.C([O:11][C@H:12]1[C@@H:17]([O:18]CC2C=CC=CC=2)[C@@H:16]([O:26]CC2C=CC=CC=2)[C@@H:15]([CH2:34][O:35]CC2C=CC=CC=2)[O:14][CH:13]1[C:43]1[C:52]2[C:47](=[CH:48][CH:49]=[CH:50][CH:51]=2)[CH:46]=[C:45]([CH2:53][C:54]2[S:58][C:57]3[CH:59]=[CH:60][C:61]([F:63])=[CH:62][C:56]=3[CH:55]=2)[CH:44]=1)C1C=CC=CC=1.C(=O)([O-])O.[Na+]. (6) Reactant: [Si](C=[N+]=[N-])(C)(C)[CH3:2].[C:8]([O:12][C:13]([N:15]1[CH2:20][CH2:19][CH:18]([CH2:21][C:22]([OH:24])=[O:23])[CH2:17][CH2:16]1)=[O:14])([CH3:11])([CH3:10])[CH3:9]. Product: [CH3:2][O:23][C:22](=[O:24])[CH2:21][CH:18]1[CH2:19][CH2:20][N:15]([C:13]([O:12][C:8]([CH3:11])([CH3:9])[CH3:10])=[O:14])[CH2:16][CH2:17]1. The catalyst class is: 224. (7) Reactant: Cl[C:2]1[CH:7]=[C:6]([C:8]([OH:11])([CH3:10])[CH3:9])[CH:5]=[C:4]([CH3:12])[N:3]=1.CC1(C)C2C(=C(P(C3C=CC=CC=3)C3C=CC=CC=3)C=CC=2)OC2C(P(C3C=CC=CC=3)C3C=CC=CC=3)=CC=CC1=2.C(=O)([O-])[O-].[Cs+].[Cs+].[CH3:61][O:62][C:63]1[CH:70]=[C:69]([O:71][CH3:72])[CH:68]=[CH:67][C:64]=1[CH2:65][NH2:66]. Product: [CH3:61][O:62][C:63]1[CH:70]=[C:69]([O:71][CH3:72])[CH:68]=[CH:67][C:64]=1[CH2:65][NH:66][C:2]1[CH:7]=[C:6]([C:8]([OH:11])([CH3:10])[CH3:9])[CH:5]=[C:4]([CH3:12])[N:3]=1. The catalyst class is: 102. (8) Reactant: C([O:4][CH2:5][CH2:6][CH2:7][CH2:8][O:9][C:10]1[C:17]([CH3:18])=[C:16]([O:19][CH2:20][CH2:21][CH3:22])[CH:15]=[CH:14][C:11]=1[CH:12]=[O:13])(=O)C.[Li+].[OH-].Cl. Product: [OH:4][CH2:5][CH2:6][CH2:7][CH2:8][O:9][C:10]1[C:17]([CH3:18])=[C:16]([O:19][CH2:20][CH2:21][CH3:22])[CH:15]=[CH:14][C:11]=1[CH:12]=[O:13]. The catalyst class is: 20. (9) Reactant: C(O[C:4]([C:6]1[C:10]([C:11]2[CH:16]=[CH:15][CH:14]=[CH:13][CH:12]=2)=[CH:9][S:8][C:7]=1[NH:17][C:18](=[O:25])[CH2:19][C:20]([O:22][CH2:23][CH3:24])=[O:21])=[O:5])C.[H-].[Na+]. Product: [CH2:23]([O:22][C:20]([C:19]1[C:18](=[O:25])[NH:17][C:7]2[S:8][CH:9]=[C:10]([C:11]3[CH:12]=[CH:13][CH:14]=[CH:15][CH:16]=3)[C:6]=2[C:4]=1[OH:5])=[O:21])[CH3:24]. The catalyst class is: 1.